This data is from Reaction yield outcomes from USPTO patents with 853,638 reactions. The task is: Predict the reaction yield, written as a fraction of the theoretical maximum amount of product (1.0 means a 100% yield; for example, 0.34 means a 34% yield). (1) The reactants are [CH:1]1([CH2:6][C@H:7]([C@@H:23]([OH:32])[CH2:24][CH2:25][C:26]2[CH:31]=[CH:30][CH:29]=[CH:28][CH:27]=2)[C:8](N2[C@H](CC3C=CC=CC=3)COC2=O)=[O:9])[CH2:5][CH2:4][CH2:3][CH2:2]1.OO.[OH-].[Li+].S([O-])([O-])=[O:38].[Na+].[Na+]. The catalyst is C1COCC1.O. The product is [CH:1]1([CH2:6][C@H:7]([C@@H:23]([OH:32])[CH2:24][CH2:25][C:26]2[CH:31]=[CH:30][CH:29]=[CH:28][CH:27]=2)[C:8]([OH:9])=[O:38])[CH2:2][CH2:3][CH2:4][CH2:5]1. The yield is 0.810. (2) The reactants are Cl[C:2]1[CH:3]=[CH:4][C:5]2[N:11]3[CH2:12][C@H:8]([CH2:9][CH2:10]3)[N:7]([C:13]([NH:15][C:16]3[CH:17]=[N:18][CH:19]=[CH:20][CH:21]=3)=[O:14])[C:6]=2[N:22]=1.P([O-])([O-])([O-])=O.[K+].[K+].[K+].[CH3:31][N:32]1[CH:37]=[CH:36][C:35](B(O)O)=[CH:34][C:33]1=[O:41].CC(C1C=C(C(C)C)C(C2C=CC=CC=2P(C2CCCCC2)C2CCCCC2)=C(C(C)C)C=1)C. The catalyst is CC([O-])=O.CC([O-])=O.[Pd+2].CO.C(Cl)Cl.O.O1CCOCC1. The product is [CH3:31][N:32]1[CH:37]=[CH:36][C:35]([C:2]2[CH:3]=[CH:4][C:5]3[N:11]4[CH2:12][C@H:8]([CH2:9][CH2:10]4)[N:7]([C:13]([NH:15][C:16]4[CH:17]=[N:18][CH:19]=[CH:20][CH:21]=4)=[O:14])[C:6]=3[N:22]=2)=[CH:34][C:33]1=[O:41]. The yield is 0.302.